This data is from KCNQ2 potassium channel screen with 302,405 compounds. The task is: Binary Classification. Given a drug SMILES string, predict its activity (active/inactive) in a high-throughput screening assay against a specified biological target. The drug is S(=O)(=O)(Nc1cc(n2c(nc3c(c2=O)cccc3)C)ccc1)c1ccccc1. The result is 0 (inactive).